Dataset: Full USPTO retrosynthesis dataset with 1.9M reactions from patents (1976-2016). Task: Predict the reactants needed to synthesize the given product. (1) Given the product [Cl:1][C:2]1[N:6]([CH2:7][C:8]2[N:9]=[C:10]3[S:17][C:16]([CH:18]=[O:33])=[C:15]([C:20]([NH:22][CH2:23][CH3:24])=[O:21])[N:11]3[C:12](=[O:14])[CH:13]=2)[N:5]=[C:4]([C:25]([F:26])([F:28])[F:27])[CH:3]=1, predict the reactants needed to synthesize it. The reactants are: [Cl:1][C:2]1[N:6]([CH2:7][C:8]2[N:9]=[C:10]3[S:17][C:16]([CH:18]=C)=[C:15]([C:20]([NH:22][CH2:23][CH3:24])=[O:21])[N:11]3[C:12](=[O:14])[CH:13]=2)[N:5]=[C:4]([C:25]([F:28])([F:27])[F:26])[CH:3]=1.C[N+]1([O-])CC[O:33]CC1.I([O-])(=O)(=O)=O.[Na+]. (2) Given the product [Br:11][C:10]([Br:12])=[CH:6][C:5]1[CH:8]=[CH:9][C:2]([CH3:1])=[N:3][CH:4]=1, predict the reactants needed to synthesize it. The reactants are: [CH3:1][C:2]1[CH:9]=[CH:8][C:5]([CH:6]=O)=[CH:4][N:3]=1.[C:10](Br)(Br)([Br:12])[Br:11].C1(P(C2C=CC=CC=2)C2C=CC=CC=2)C=CC=CC=1. (3) The reactants are: [Br:1]N1C(=O)CCC1=O.[CH3:9][O:10][C:11]([CH:13]1[CH2:22][CH2:21][C:20]2[C:15](=[CH:16][CH:17]=[CH:18][CH:19]=2)[NH:14]1)=[O:12]. Given the product [Br:1][C:18]1[CH:19]=[C:20]2[C:15](=[CH:16][CH:17]=1)[NH:14][CH:13]([C:11]([O:10][CH3:9])=[O:12])[CH2:22][CH2:21]2, predict the reactants needed to synthesize it. (4) Given the product [Br:1][C:2]1[CH:3]=[N:4][C:5]([NH:30][CH2:29][CH2:28][N:25]2[CH2:26][CH2:27][O:22][CH2:23][CH2:24]2)=[N:6][CH:7]=1, predict the reactants needed to synthesize it. The reactants are: [Br:1][C:2]1[CH:3]=[N:4][C:5](Cl)=[N:6][CH:7]=1.CC(O)C.CCN(C(C)C)C(C)C.[O:22]1[CH2:27][CH2:26][N:25]([CH2:28][CH2:29][NH2:30])[CH2:24][CH2:23]1. (5) The reactants are: Cl.[NH2:2][OH:3].[C:4]([C:8]1[CH:15]=[CH:14][C:11]([CH:12]=O)=[CH:10][CH:9]=1)([CH3:7])([CH3:6])[CH3:5].[OH-].[Na+].Cl. Given the product [C:4]([C:8]1[CH:15]=[CH:14][C:11]([CH:12]=[N:2][OH:3])=[CH:10][CH:9]=1)([CH3:7])([CH3:6])[CH3:5], predict the reactants needed to synthesize it.